This data is from Reaction yield outcomes from USPTO patents with 853,638 reactions. The task is: Predict the reaction yield, written as a fraction of the theoretical maximum amount of product (1.0 means a 100% yield; for example, 0.34 means a 34% yield). (1) The yield is 0.149. The product is [F:1][C:2]([F:7])([F:6])[C:3]([OH:5])=[O:4].[CH2:8]([S:10]([N:13]1[CH2:18][CH2:17][CH:16]([C:19]2[C:27]3[C:22](=[C:23]([C:39]([NH2:41])=[O:40])[CH:24]=[C:25]([C:28]4[CH:32]=[C:31]([CH2:33][N:34]5[CH2:35][CH2:36][O:4][CH2:37][CH2:38]5)[S:30][CH:29]=4)[CH:26]=3)[NH:21][CH:20]=2)[CH2:15][CH2:14]1)(=[O:12])=[O:11])[CH3:9]. No catalyst specified. The reactants are [F:1][C:2]([F:7])([F:6])[C:3]([OH:5])=[O:4].[CH2:8]([S:10]([N:13]1[CH2:18][CH2:17][CH:16]([C:19]2[C:27]3[C:22](=[C:23]([C:39]([NH2:41])=[O:40])[CH:24]=[C:25]([C:28]4[CH:32]=[C:31]([CH2:33][N:34]5[CH2:38][CH2:37][CH2:36][CH2:35]5)[S:30][CH:29]=4)[CH:26]=3)[NH:21][CH:20]=2)[CH2:15][CH2:14]1)(=[O:12])=[O:11])[CH3:9].N1CCCCC1. (2) The reactants are [CH3:1][C:2]1[N:7]=[C:6]2[S:8][C:9]3[CH2:13][CH2:12][CH2:11][C:10]=3[C:5]2=[C:4]([C:14]2[CH:19]=[CH:18][C:17]([CH3:20])=[CH:16][CH:15]=2)[C:3]=1[CH:21]([CH2:26]OC)[C:22]([O:24]C)=[O:23].[OH-].[Na+].Cl. The catalyst is CO. The product is [CH3:1][C:2]1[N:7]=[C:6]2[S:8][C:9]3[CH2:13][CH2:12][CH2:11][C:10]=3[C:5]2=[C:4]([C:14]2[CH:19]=[CH:18][C:17]([CH3:20])=[CH:16][CH:15]=2)[C:3]=1[C:21](=[CH2:26])[C:22]([OH:24])=[O:23]. The yield is 0.680. (3) The reactants are N1C=CC=CC=1.O[CH2:8][C@:9]1([CH3:20])[C@H:14]([CH2:15][CH2:16][CH2:17][OH:18])[CH:13]=[CH:12][CH2:11][C@H:10]1[CH3:19].C(OCC)C. The catalyst is C(Cl)Cl. The product is [CH3:8][C@:9]12[C@H:10]([CH3:19])[CH2:11][CH:12]=[CH:13][C@H:14]1[CH2:15][C:16]([CH:17]=[O:18])=[CH:20]2. The yield is 0.660. (4) The reactants are [I:1][C:2]1[CH:7]=[CH:6][NH:5][C:4](=[O:8])[C:3]=1[CH:9]=[O:10].[F:11][C:12]1[CH:17]=[CH:16][C:15](B(O)O)=[CH:14][CH:13]=1.C(O)(=O)CCCCCCCCCCCCC.N1C(C)=CC=CC=1C. The catalyst is C1(C)C=CC=CC=1.C([O-])(=O)C.[Cu+2].C([O-])(=O)C. The product is [F:11][C:12]1[CH:17]=[CH:16][C:15]([N:5]2[CH:6]=[CH:7][C:2]([I:1])=[C:3]([CH:9]=[O:10])[C:4]2=[O:8])=[CH:14][CH:13]=1. The yield is 0.420. (5) The reactants are [F:1][CH:2]([F:20])[O:3][C:4]1[CH:5]=[C:6]2[C:10](=[CH:11][CH:12]=1)[N:9]([CH2:13][CH2:14][CH2:15][N:16]([CH3:18])[CH3:17])[N:8]=[C:7]2I.C([Mg]Cl)(C)C.[CH2:26]([Sn:30]([CH2:36][CH2:37][CH2:38][CH3:39])([CH2:32][CH2:33][CH2:34][CH3:35])Cl)[CH2:27][CH2:28][CH3:29]. The catalyst is C1COCC1. The product is [F:1][CH:2]([F:20])[O:3][C:4]1[CH:5]=[C:6]2[C:10](=[CH:11][CH:12]=1)[N:9]([CH2:13][CH2:14][CH2:15][N:16]([CH3:18])[CH3:17])[N:8]=[C:7]2[Sn:30]([CH2:32][CH2:33][CH2:34][CH3:35])([CH2:36][CH2:37][CH2:38][CH3:39])[CH2:26][CH2:27][CH2:28][CH3:29]. The yield is 0.710.